Dataset: Full USPTO retrosynthesis dataset with 1.9M reactions from patents (1976-2016). Task: Predict the reactants needed to synthesize the given product. (1) Given the product [CH:1]1([N:4]([C@H:12]2[CH2:16][CH2:15][N:14]([CH2:17][CH2:18][O:19][CH3:20])[CH2:13]2)[C:5]2[CH:6]=[CH:7][C:8]([NH:11][C:38]3[N:39]=[C:40]([O:47][C:48]4[CH:49]=[C:50]([NH:54][C:65](=[O:99])[CH:64]=[CH2:69])[CH:51]=[CH:52][CH:53]=4)[C:41]([O:61][CH3:58])=[CH:42][N:43]=3)=[CH:9][CH:10]=2)[CH2:3][CH2:2]1, predict the reactants needed to synthesize it. The reactants are: [CH:1]1([N:4]([C@H:12]2[CH2:16][CH2:15][N:14]([CH2:17][CH2:18][O:19][CH3:20])[CH2:13]2)[C:5]2[CH:10]=[CH:9][C:8]([NH2:11])=[CH:7][CH:6]=2)[CH2:3][CH2:2]1.COCCN1CC[C@H](N(C)C2C=CC(N[C:38]3[N:39]=[C:40]([O:47][C:48]4[CH:53]=[CH:52][CH:51]=[C:50]([N+:54]([O-])=O)[CH:49]=4)[C:41]4C=CN[C:42]=4[N:43]=3)=CC=2)C1.[C:58]([O-:61])([O-])=O.[K+].[K+].[CH:64]1(P(C2CCCCC2)C2C=CC=CC=2C2C(C(C)C)=CC(C(C)C)=CC=2C(C)C)[CH2:69]CCC[CH2:65]1.C[OH:99]. (2) Given the product [F:11][C:12]1[CH:17]=[CH:16][C:15]([C:18](=[O:27])[C:19]([C:21]2[CH:22]=[CH:23][N:24]=[CH:25][CH:26]=2)=[O:20])=[CH:14][CH:13]=1, predict the reactants needed to synthesize it. The reactants are: C(Cl)(=O)C(Cl)=O.CS(C)=O.[F:11][C:12]1[CH:17]=[CH:16][C:15]([CH:18]([OH:27])[CH:19]([C:21]2[CH:26]=[CH:25][N:24]=[CH:23][CH:22]=2)[OH:20])=[CH:14][CH:13]=1.C(N(CC)CC)C. (3) Given the product [CH3:34][N:33]([CH3:35])[CH2:32][CH2:31][N:10]([CH2:3][C:4]1[CH:9]=[CH:8][CH:7]=[CH:6][C:5]=1[C:16]([F:19])([F:18])[F:17])[C:11](=[O:12])[CH2:13][N:14]([C:21]1[CH:22]=[CH:23][CH:24]=[C:25]2[C:30]=1[CH2:29][N:28]([C:38]([N:37]([CH3:41])[CH3:36])=[O:39])[CH2:27][CH2:26]2)[C:15](=[O:20])[C:16]([F:17])([F:18])[F:19], predict the reactants needed to synthesize it. The reactants are: Cl.Cl.[CH2:3]([N:10]([CH2:31][CH2:32][N:33]([CH3:35])[CH3:34])[C:11]([CH2:13][N:14]([C:21]1[CH:22]=[CH:23][CH:24]=[C:25]2[C:30]=1[CH2:29][NH:28][CH2:27][CH2:26]2)[C:15](=[O:20])[C:16]([F:19])([F:18])[F:17])=[O:12])[C:4]1[CH:9]=[CH:8][CH:7]=[CH:6][CH:5]=1.[CH3:36][N:37]([CH3:41])[C:38](Cl)=[O:39].C([O-])(O)=O.[Na+].